Dataset: Full USPTO retrosynthesis dataset with 1.9M reactions from patents (1976-2016). Task: Predict the reactants needed to synthesize the given product. (1) Given the product [F:29][CH:2]([F:1])[C:3]([N:5]1[C@H:9]([CH2:10][F:11])[C@@H:8]([C:12]2[CH:17]=[CH:16][C:15]([C:18]3[CH:23]=[CH:22][C:21]([CH:24]([O:26][S:38]([CH3:37])(=[O:40])=[O:39])[CH3:25])=[N:20][CH:19]=3)=[CH:14][CH:13]=2)[O:7][C:6]1([CH3:28])[CH3:27])=[O:4], predict the reactants needed to synthesize it. The reactants are: [F:1][CH:2]([F:29])[C:3]([N:5]1[C@H:9]([CH2:10][F:11])[C@@H:8]([C:12]2[CH:17]=[CH:16][C:15]([C:18]3[CH:19]=[N:20][C:21]([CH:24]([OH:26])[CH3:25])=[CH:22][CH:23]=3)=[CH:14][CH:13]=2)[O:7][C:6]1([CH3:28])[CH3:27])=[O:4].C(N(CC)CC)C.[CH3:37][S:38](Cl)(=[O:40])=[O:39].C(=O)(O)[O-]. (2) The reactants are: [NH2:1][C:2]([CH3:7])([CH2:5][OH:6])[CH2:3][OH:4].[N+:8]([C:11]1[CH:12]=[C:13]([S:17](Cl)(=[O:19])=[O:18])[CH:14]=[CH:15][CH:16]=1)([O-:10])=[O:9].C(N(CC)CC)C.O. Given the product [OH:4][CH2:3][C:2]([NH:1][S:17]([C:13]1[CH:14]=[CH:15][CH:16]=[C:11]([N+:8]([O-:10])=[O:9])[CH:12]=1)(=[O:18])=[O:19])([CH2:5][OH:6])[CH3:7], predict the reactants needed to synthesize it. (3) Given the product [F:1][C:2]1[CH:7]=[C:6]([F:8])[CH:5]=[CH:4][C:3]=1[C:9]1[N:10]2[C:15]([CH:16]=[CH:17][C:18]=1[C:19]([NH2:41])=[O:21])=[C:14]([C:22]1[C:23]([F:29])=[CH:24][CH:25]=[CH:26][C:27]=1[F:28])[C:13](=[O:30])[CH:12]=[CH:11]2, predict the reactants needed to synthesize it. The reactants are: [F:1][C:2]1[CH:7]=[C:6]([F:8])[CH:5]=[CH:4][C:3]=1[C:9]1[N:10]2[C:15]([CH:16]=[CH:17][C:18]=1[C:19]([OH:21])=O)=[C:14]([C:22]1[C:27]([F:28])=[CH:26][CH:25]=[CH:24][C:23]=1[F:29])[C:13](=[O:30])[CH:12]=[CH:11]2.C(Cl)CCl.C1C=CC2N(O)N=[N:41]C=2C=1.[OH-].[NH4+].